This data is from Forward reaction prediction with 1.9M reactions from USPTO patents (1976-2016). The task is: Predict the product of the given reaction. The product is: [F:1][C:2]1[CH:10]=[N:9][CH:8]=[C:7]([NH:11][C:12]2[CH:17]=[CH:16][C:15]([I:18])=[CH:14][C:13]=2[F:19])[C:3]=1[C:4]([NH2:22])=[O:5]. Given the reactants [F:1][C:2]1[CH:10]=[N:9][CH:8]=[C:7]([NH:11][C:12]2[CH:17]=[CH:16][C:15]([I:18])=[CH:14][C:13]=2[F:19])[C:3]=1[C:4](O)=[O:5].C(N1C=CN=C1)([N:22]1C=CN=C1)=O.N, predict the reaction product.